This data is from Forward reaction prediction with 1.9M reactions from USPTO patents (1976-2016). The task is: Predict the product of the given reaction. The product is: [Cl:1][C:2]1[CH:3]=[C:4]([CH:7]=[CH:8][CH:9]=1)[CH2:5][NH:6][C:11]([NH:10][C:13]1[CH:22]=[CH:21][CH:20]=[C:19]2[C:14]=1[CH:15]=[C:16]([CH3:23])[N:17]=[CH:18]2)=[O:12]. Given the reactants [Cl:1][C:2]1[CH:3]=[C:4]([CH:7]=[CH:8][CH:9]=1)[CH2:5][NH2:6].[N:10]([C:13]1[CH:22]=[CH:21][CH:20]=[C:19]2[C:14]=1[CH:15]=[C:16]([CH3:23])[N:17]=[CH:18]2)=[C:11]=[O:12], predict the reaction product.